This data is from Full USPTO retrosynthesis dataset with 1.9M reactions from patents (1976-2016). The task is: Predict the reactants needed to synthesize the given product. (1) Given the product [F:17][CH2:16][CH2:15][CH2:14][N:8]1[C:9]2[C:5](=[CH:4][C:3]([O:2][CH3:1])=[C:11]([O:12][CH3:13])[CH:10]=2)[C:6]([C:18]2[NH:26][C:21]3=[N:22][CH:23]=[CH:24][CH:25]=[C:20]3[CH:19]=2)=[CH:7]1, predict the reactants needed to synthesize it. The reactants are: [CH3:1][O:2][C:3]1[CH:4]=[C:5]2[C:9](=[CH:10][C:11]=1[O:12][CH3:13])[N:8]([CH2:14][CH2:15][CH2:16][F:17])[CH:7]=[C:6]2[C:18]1[N:26](S(C2C=CC(C)=CC=2)(=O)=O)[C:21]2=[N:22][CH:23]=[CH:24][CH:25]=[C:20]2[CH:19]=1.[OH-].[K+]. (2) Given the product [NH2:2][C@H:3]([C:9]1[CH:14]=[CH:13][CH:12]=[CH:11][CH:10]=1)[CH2:4][CH2:5][CH2:6][OH:7], predict the reactants needed to synthesize it. The reactants are: [Na+].[NH2:2][C@H:3]([C:9]1[CH:14]=[CH:13][CH:12]=[CH:11][CH:10]=1)[CH2:4][CH2:5][C:6]([O-])=[O:7].[H-].[Al+3].[Li+].[H-].[H-].[H-].O.[OH-].[Na+]. (3) Given the product [Cl:22][C:23]1[S:27][C:26]([S:28]([NH:1][C:2]2[C:10]3[C:5](=[CH:6][CH:7]=[CH:8][C:9]=3[O:11][CH3:12])[N:4]([CH2:13][C:14]3[CH:21]=[CH:20][CH:19]=[C:16]([C:17]#[N:18])[CH:15]=3)[N:3]=2)(=[O:30])=[O:29])=[CH:25][CH:24]=1, predict the reactants needed to synthesize it. The reactants are: [NH2:1][C:2]1[C:10]2[C:5](=[CH:6][CH:7]=[CH:8][C:9]=2[O:11][CH3:12])[N:4]([CH2:13][C:14]2[CH:15]=[C:16]([CH:19]=[CH:20][CH:21]=2)[C:17]#[N:18])[N:3]=1.[Cl:22][C:23]1[S:27][C:26]([S:28](Cl)(=[O:30])=[O:29])=[CH:25][CH:24]=1.N1C=CC=CC=1. (4) Given the product [C:1]1([S:7]([N:31]2[CH2:32][CH2:33][N:28]([CH2:27][CH2:26][NH:25][C:23]([NH:22][C:20]3[C:19]4[C:14](=[CH:15][CH:16]=[CH:17][CH:18]=4)[N:13]=[C:12]([CH3:11])[CH:21]=3)=[O:24])[CH2:29][CH2:30]2)(=[O:9])=[O:8])[CH:6]=[CH:5][CH:4]=[CH:3][CH:2]=1, predict the reactants needed to synthesize it. The reactants are: [C:1]1([S:7](Cl)(=[O:9])=[O:8])[CH:6]=[CH:5][CH:4]=[CH:3][CH:2]=1.[CH3:11][C:12]1[CH:21]=[C:20]([NH:22][C:23]([NH:25][CH2:26][CH2:27][N:28]2[CH2:33][CH2:32][NH:31][CH2:30][CH2:29]2)=[O:24])[C:19]2[C:14](=[CH:15][CH:16]=[CH:17][CH:18]=2)[N:13]=1.CCN(C(C)C)C(C)C. (5) Given the product [CH3:16][C:2]([CH3:17])([NH:18][CH2:19][CH2:20][CH2:21][NH:22][C:23]([CH3:30])([CH3:29])[C:24](=[N:27][OH:28])[CH3:25])[C:3](=[N:14][OH:15])[CH2:4][N:5]1[CH:9]=[C:8]([CH3:10])[N:7]=[C:6]1[N+:11]([O-:13])=[O:12], predict the reactants needed to synthesize it. The reactants are: Cl[C:2]([CH3:17])([CH3:16])[CH:3]([N:14]=[O:15])[CH2:4][N:5]1[CH:9]=[C:8]([CH3:10])[N:7]=[C:6]1[N+:11]([O-:13])=[O:12].[NH2:18][CH2:19][CH2:20][CH2:21][NH:22][C:23]([CH3:30])([CH3:29])[C:24](=[N:27][OH:28])[CH2:25]C.CCN(C(C)C)C(C)C. (6) Given the product [F:1][C:2]1[CH:7]=[CH:6][C:5]([F:8])=[CH:4][C:3]=1[N:9]1[CH:13]=[C:12]([Sn:24]([CH2:25][CH2:26][CH2:27][CH3:28])([CH2:29][CH2:30][CH2:31][CH3:32])[CH2:20][CH2:21][CH2:22][CH3:23])[N:11]=[CH:10]1, predict the reactants needed to synthesize it. The reactants are: [F:1][C:2]1[CH:7]=[CH:6][C:5]([F:8])=[CH:4][C:3]=1[N:9]1[CH:13]=[C:12](I)[N:11]=[CH:10]1.C([Mg]Cl)(C)C.[CH2:20]([Sn:24](Cl)([CH2:29][CH2:30][CH2:31][CH3:32])[CH2:25][CH2:26][CH2:27][CH3:28])[CH2:21][CH2:22][CH3:23].[NH4+].[Cl-].